From a dataset of Forward reaction prediction with 1.9M reactions from USPTO patents (1976-2016). Predict the product of the given reaction. (1) Given the reactants [Br:1][C:2]1[CH:7]=[CH:6][C:5]([Cl:8])=[CH:4][C:3]=1[CH2:9][OH:10].C(N(C(C)C)CC)(C)C.[CH3:20][O:21][CH2:22]Cl, predict the reaction product. The product is: [Br:1][C:2]1[CH:7]=[CH:6][C:5]([Cl:8])=[CH:4][C:3]=1[CH2:9][O:10][CH2:20][O:21][CH3:22]. (2) Given the reactants C([O:3][C:4](=[O:34])[CH2:5][CH2:6][C:7]1[CH:12]=[CH:11][C:10]([O:13][C:14]2[CH:19]=[C:18]([CH3:20])[CH:17]=[C:16]([O:21][C:22]3[CH:27]=[CH:26][C:25]([C:28]([F:31])([F:30])[F:29])=[CH:24][C:23]=3Br)[CH:15]=2)=[CH:9][C:8]=1[CH3:33])C.[F:35][C:36]([F:48])([F:47])[O:37][C:38]1[CH:43]=[CH:42][CH:41]=[CH:40][C:39]=1B(O)O, predict the reaction product. The product is: [CH3:33][C:8]1[CH:9]=[C:10]([O:13][C:14]2[CH:15]=[C:16]([O:21][C:22]3[CH:23]=[CH:24][C:25]([C:28]([F:30])([F:31])[F:29])=[CH:26][C:27]=3[C:39]3[CH:40]=[CH:41][CH:42]=[CH:43][C:38]=3[O:37][C:36]([F:48])([F:47])[F:35])[CH:17]=[C:18]([CH3:20])[CH:19]=2)[CH:11]=[CH:12][C:7]=1[CH2:6][CH2:5][C:4]([OH:34])=[O:3]. (3) Given the reactants [NH2:1][C:2]1[CH:3]=[C:4]([CH:7]=[C:8]([Br:10])[CH:9]=1)[C:5]#[N:6].[ClH:11].C(N(CC)CC)C.[N-:19]=[N+:20]=[N-:21].[Na+], predict the reaction product. The product is: [ClH:11].[Br:10][C:8]1[CH:9]=[C:2]([NH2:1])[CH:3]=[C:4]([C:5]2[NH:21][N:20]=[N:19][N:6]=2)[CH:7]=1. (4) Given the reactants [C:1]([C:3]1[CH:4]=[C:5]([CH:10]=[C:11]([C:15]#[CH:16])[C:12]=1[O:13][CH3:14])[C:6]([O:8]C)=[O:7])#[N:2].O.[OH-].[Li+], predict the reaction product. The product is: [C:1]([C:3]1[CH:4]=[C:5]([CH:10]=[C:11]([C:15]#[CH:16])[C:12]=1[O:13][CH3:14])[C:6]([OH:8])=[O:7])#[N:2]. (5) Given the reactants Cl.[O:2]1CCO[CH:3]1[CH2:7][C:8]1[CH:9]=[C:10]2[C:15](=[CH:16][CH:17]=1)[C:14](=[O:18])[O:13][CH:12]([CH3:19])[CH2:11]2, predict the reaction product. The product is: [CH3:19][CH:12]1[CH2:11][C:10]2[C:15](=[CH:16][CH:17]=[C:8]([CH2:7][CH:3]=[O:2])[CH:9]=2)[C:14](=[O:18])[O:13]1. (6) Given the reactants [CH3:1][C:2]1[CH:3]=[C:4]([C:8]2[N:9]=[C:10]([C:20]3[CH:25]=[CH:24][C:23]([S:26][CH3:27])=[CH:22][CH:21]=3)[S:11][C:12]=2[C:13]2[CH:18]=[CH:17][N:16]=[C:15]([CH3:19])[CH:14]=2)[CH:5]=[CH:6][CH:7]=1.S(OOS([O-])(=O)=O)([O-])(=O)=[O:29].[K+].[K+].C(=O)([O-])O.[Na+], predict the reaction product. The product is: [CH3:1][C:2]1[CH:3]=[C:4]([C:8]2[N:9]=[C:10]([C:20]3[CH:25]=[CH:24][C:23]([S:26]([CH3:27])=[O:29])=[CH:22][CH:21]=3)[S:11][C:12]=2[C:13]2[CH:18]=[CH:17][N:16]=[C:15]([CH3:19])[CH:14]=2)[CH:5]=[CH:6][CH:7]=1. (7) The product is: [CH2:20]([C:3]([OH:17])([CH2:4][C:5]([C:8]1[CH:13]=[C:12]([F:14])[CH:11]=[CH:10][C:9]=1[O:15][CH3:16])([CH3:7])[CH3:6])[C:2]([F:1])([F:18])[F:19])[C:21]1[CH:26]=[CH:25][CH:24]=[CH:23][CH:22]=1. Given the reactants [F:1][C:2]([F:19])([F:18])[C:3](=[O:17])[CH2:4][C:5]([C:8]1[CH:13]=[C:12]([F:14])[CH:11]=[CH:10][C:9]=1[O:15][CH3:16])([CH3:7])[CH3:6].[CH2:20]([Mg]Cl)[C:21]1[CH:26]=[CH:25][CH:24]=[CH:23][CH:22]=1, predict the reaction product.